Predict the reactants needed to synthesize the given product. From a dataset of Full USPTO retrosynthesis dataset with 1.9M reactions from patents (1976-2016). (1) Given the product [Cl:1][C:2]1[CH:7]=[CH:6][CH:5]=[C:4]([F:8])[C:3]=1[C:9]1[C:13]([NH:14][CH:32]=[O:33])=[C:12]([C:15]2[CH:16]=[N:17][N:18]([C:24]3[CH:29]=[CH:28][CH:27]=[C:26]([Cl:30])[CH:25]=3)[C:19]=2[C:20]([F:21])([F:23])[F:22])[O:11][N:10]=1, predict the reactants needed to synthesize it. The reactants are: [Cl:1][C:2]1[CH:7]=[CH:6][CH:5]=[C:4]([F:8])[C:3]=1[C:9]1[C:13]([NH2:14])=[C:12]([C:15]2[CH:16]=[N:17][N:18]([C:24]3[CH:29]=[CH:28][CH:27]=[C:26]([Cl:30])[CH:25]=3)[C:19]=2[C:20]([F:23])([F:22])[F:21])[O:11][N:10]=1.O.[CH:32](O)=[O:33]. (2) Given the product [O:14]1[C:15]2[CH:21]=[CH:20][CH:19]=[CH:18][C:16]=2[N:17]=[C:13]1[C:10]1[CH:11]=[CH:12][C:6]2[N:5]([CH2:4][CH2:3][O:2][CH3:1])[C:22]([CH3:23])=[N:8][C:7]=2[CH:9]=1, predict the reactants needed to synthesize it. The reactants are: [CH3:1][O:2][CH2:3][CH2:4][NH:5][C:6]1[CH:12]=[CH:11][C:10]([C:13]2[O:14][C:15]3[CH:21]=[CH:20][CH:19]=[CH:18][C:16]=3[N:17]=2)=[CH:9][C:7]=1[NH2:8].[CH:22](=O)[CH3:23].OOS([O-])=O.[K+].C(=O)([O-])[O-].[K+].[K+]. (3) Given the product [CH2:1]([O:8][C:9]1[CH:18]=[CH:17][CH:16]=[C:15]2[C:10]=1[CH2:11][CH2:12][CH2:13][CH:14]2[C:19]([N:21]([C:28]1[CH:29]=[CH:30][C:31]([CH:34]([CH3:36])[CH3:35])=[CH:32][CH:33]=1)[CH2:22][C:23]1[CH:27]=[N:26][N:25]([CH2:38][CH2:39][CH2:40][O:41][CH:42]2[CH2:47][CH2:46][CH2:45][CH2:44][O:43]2)[CH:24]=1)=[O:20])[C:2]1[CH:3]=[CH:4][CH:5]=[CH:6][CH:7]=1, predict the reactants needed to synthesize it. The reactants are: [CH2:1]([O:8][C:9]1[CH:18]=[CH:17][CH:16]=[C:15]2[C:10]=1[CH2:11][CH2:12][CH2:13][CH:14]2[C:19]([N:21]([C:28]1[CH:33]=[CH:32][C:31]([CH:34]([CH3:36])[CH3:35])=[CH:30][CH:29]=1)[CH2:22][C:23]1[CH:24]=[N:25][NH:26][CH:27]=1)=[O:20])[C:2]1[CH:7]=[CH:6][CH:5]=[CH:4][CH:3]=1.Br[CH2:38][CH2:39][CH2:40][O:41][CH:42]1[CH2:47][CH2:46][CH2:45][CH2:44][O:43]1. (4) The reactants are: [C:1]1([C:7]#[C:8][C:9]([O:11][C:12]2[CH:17]=[C:16]([CH3:18])[C:15]([Br:19])=[C:14]([CH3:20])[CH:13]=2)=[O:10])[CH:6]=[CH:5][CH:4]=[CH:3][CH:2]=1. Given the product [Br:19][C:15]1[C:16]([CH3:18])=[C:17]2[C:12](=[CH:13][C:14]=1[CH3:20])[O:11][C:9](=[O:10])[CH:8]=[C:7]2[C:1]1[CH:2]=[CH:3][CH:4]=[CH:5][CH:6]=1, predict the reactants needed to synthesize it. (5) Given the product [NH2:1][C:2]1[N:3]=[CH:4][C:5]([C:8]2[CH:13]=[CH:12][C:11]([C:14]3[CH:19]=[CH:18][CH:17]=[CH:16][C:15]=3[C:20]([N:27]3[CH2:28][CH2:29][NH:24][C:25](=[O:30])[CH2:26]3)=[O:22])=[CH:10][C:9]=2[F:23])=[N:6][CH:7]=1, predict the reactants needed to synthesize it. The reactants are: [NH2:1][C:2]1[CH:7]=[N:6][C:5]([C:8]2[CH:13]=[CH:12][C:11]([C:14]3[C:15]([C:20]([OH:22])=O)=[CH:16][CH:17]=[CH:18][CH:19]=3)=[CH:10][C:9]=2[F:23])=[CH:4][N:3]=1.[NH:24]1[CH2:29][CH2:28][NH:27][CH2:26][C:25]1=[O:30]. (6) Given the product [O:50]1[CH2:54][CH2:53][CH:52]([CH2:55][NH:56][C:18]([C:15]2[CH:14]=[C:13]([CH2:12][O:11][CH2:10][C:2]3[S:1][C:5]4[CH:6]=[CH:7][CH:8]=[CH:9][C:4]=4[CH:3]=3)[O:17][N:16]=2)=[O:20])[CH2:51]1, predict the reactants needed to synthesize it. The reactants are: [S:1]1[C:5]2[CH:6]=[CH:7][CH:8]=[CH:9][C:4]=2[CH:3]=[C:2]1[CH2:10][O:11][CH2:12][C:13]1[O:17][N:16]=[C:15]([C:18]([OH:20])=O)[CH:14]=1.C(N(CC)CC)C.Cl.C(N=C=NCCCN(C)C)C.ON1C2C=CC=CC=2N=N1.[O:50]1[CH2:54][CH2:53][CH:52]([CH2:55][NH2:56])[CH2:51]1. (7) Given the product [C:41]([O:40][C:39]([NH:38][CH2:37][C:23]1[CH:24]=[CH:25][C:26]([C:2]2[CH:3]=[CH:4][N:5]3[C:10]([C:11]=2[CH3:12])=[C:9]([CH:13]2[CH2:15][CH2:14]2)[CH:8]=[C:7]([C:16]([O:18][CH3:19])=[O:17])[C:6]3=[O:20])=[CH:27][C:22]=1[F:21])=[O:45])([CH3:44])([CH3:42])[CH3:43], predict the reactants needed to synthesize it. The reactants are: Cl[C:2]1[CH:3]=[CH:4][N:5]2[C:10]([C:11]=1[CH3:12])=[C:9]([CH:13]1[CH2:15][CH2:14]1)[CH:8]=[C:7]([C:16]([O:18][CH3:19])=[O:17])[C:6]2=[O:20].[F:21][C:22]1[CH:27]=[C:26](B2OC(C)(C)C(C)(C)O2)[CH:25]=[CH:24][C:23]=1[CH2:37][NH:38][C:39](=[O:45])[O:40][C:41]([CH3:44])([CH3:43])[CH3:42]. (8) Given the product [C:1]([C:3]1[N:4]=[C:5]([C:8]([NH:10][C:11]2[CH:19]=[CH:18][C:14]([C:15]([NH:34][C@H:33]([C:32]([OH:31])=[O:42])[CH2:35][CH2:36][C:37]([OH:39])=[O:38])=[O:16])=[CH:13][C:12]=2[C:20]2[CH2:25][CH2:24][C:23]([CH3:27])([CH3:26])[CH2:22][CH:21]=2)=[O:9])[NH:6][CH:7]=1)#[N:2], predict the reactants needed to synthesize it. The reactants are: [C:1]([C:3]1[N:4]=[C:5]([C:8]([NH:10][C:11]2[CH:19]=[CH:18][C:14]([C:15](O)=[O:16])=[CH:13][C:12]=2[C:20]2[CH2:25][CH2:24][C:23]([CH3:27])([CH3:26])[CH2:22][CH:21]=2)=[O:9])[NH:6][CH:7]=1)#[N:2].Cl.C([O:31][C:32](=[O:42])[C@H:33]([CH2:35][CH2:36][C:37]([O:39]CC)=[O:38])[NH2:34])C.CN(C)CCCN=C=NCC.ON1C2C=CC=CC=2N=N1.CCN(C(C)C)C(C)C.[OH-].[K+].C(O)(C(F)(F)F)=O.